Dataset: Forward reaction prediction with 1.9M reactions from USPTO patents (1976-2016). Task: Predict the product of the given reaction. Given the reactants [C:1]([O:6][CH:7]([O:10][C:11](=[O:27])[CH2:12][CH:13]([CH2:18][NH:19]C(OC(C)(C)C)=O)[CH2:14][CH:15]([CH3:17])[CH3:16])[CH2:8][CH3:9])(=[O:5])[CH:2]([CH3:4])[CH3:3].[C:28]([OH:34])([C:30]([F:33])([F:32])[F:31])=[O:29], predict the reaction product. The product is: [OH:34][C:28]([C:30]([F:33])([F:32])[F:31])=[O:29].[C:1]([O:6][CH:7]([O:10][C:11](=[O:27])[CH2:12][CH:13]([CH2:18][NH2:19])[CH2:14][CH:15]([CH3:17])[CH3:16])[CH2:8][CH3:9])(=[O:5])[CH:2]([CH3:4])[CH3:3].